This data is from NCI-60 drug combinations with 297,098 pairs across 59 cell lines. The task is: Regression. Given two drug SMILES strings and cell line genomic features, predict the synergy score measuring deviation from expected non-interaction effect. (1) Cell line: SF-268. Drug 1: C1C(C(OC1N2C=C(C(=O)NC2=O)F)CO)O. Drug 2: CCC(=C(C1=CC=CC=C1)C2=CC=C(C=C2)OCCN(C)C)C3=CC=CC=C3.C(C(=O)O)C(CC(=O)O)(C(=O)O)O. Synergy scores: CSS=44.6, Synergy_ZIP=7.14, Synergy_Bliss=9.53, Synergy_Loewe=-54.7, Synergy_HSA=8.22. (2) Drug 1: CC1=C(C=C(C=C1)C(=O)NC2=CC(=CC(=C2)C(F)(F)F)N3C=C(N=C3)C)NC4=NC=CC(=N4)C5=CN=CC=C5. Drug 2: CC1=C(C(=CC=C1)Cl)NC(=O)C2=CN=C(S2)NC3=CC(=NC(=N3)C)N4CCN(CC4)CCO. Cell line: NCI-H522. Synergy scores: CSS=13.5, Synergy_ZIP=-0.910, Synergy_Bliss=4.15, Synergy_Loewe=-12.6, Synergy_HSA=1.13. (3) Drug 1: CNC(=O)C1=CC=CC=C1SC2=CC3=C(C=C2)C(=NN3)C=CC4=CC=CC=N4. Drug 2: CC12CCC3C(C1CCC2=O)CC(=C)C4=CC(=O)C=CC34C. Cell line: U251. Synergy scores: CSS=25.6, Synergy_ZIP=-1.53, Synergy_Bliss=-1.65, Synergy_Loewe=-2.09, Synergy_HSA=0.554. (4) Drug 1: CC(CN1CC(=O)NC(=O)C1)N2CC(=O)NC(=O)C2. Drug 2: C1C(C(OC1N2C=NC3=C(N=C(N=C32)Cl)N)CO)O. Cell line: HCT-15. Synergy scores: CSS=41.3, Synergy_ZIP=0.0691, Synergy_Bliss=3.14, Synergy_Loewe=3.55, Synergy_HSA=4.48. (5) Drug 1: C1=C(C(=O)NC(=O)N1)N(CCCl)CCCl. Drug 2: CN(CCCl)CCCl.Cl. Cell line: NCIH23. Synergy scores: CSS=44.7, Synergy_ZIP=1.93, Synergy_Bliss=3.93, Synergy_Loewe=-2.89, Synergy_HSA=6.16. (6) Drug 1: C1=C(C(=O)NC(=O)N1)N(CCCl)CCCl. Drug 2: B(C(CC(C)C)NC(=O)C(CC1=CC=CC=C1)NC(=O)C2=NC=CN=C2)(O)O. Cell line: SK-MEL-2. Synergy scores: CSS=7.42, Synergy_ZIP=-5.27, Synergy_Bliss=-0.263, Synergy_Loewe=-1.02, Synergy_HSA=-1.02. (7) Synergy scores: CSS=-8.75, Synergy_ZIP=8.37, Synergy_Bliss=2.51, Synergy_Loewe=-10.6, Synergy_HSA=-17.0. Drug 2: COCCOC1=C(C=C2C(=C1)C(=NC=N2)NC3=CC=CC(=C3)C#C)OCCOC.Cl. Cell line: LOX IMVI. Drug 1: C1CNP(=O)(OC1)N(CCCl)CCCl. (8) Drug 1: CCCS(=O)(=O)NC1=C(C(=C(C=C1)F)C(=O)C2=CNC3=C2C=C(C=N3)C4=CC=C(C=C4)Cl)F. Drug 2: CC12CCC(CC1=CCC3C2CCC4(C3CC=C4C5=CN=CC=C5)C)O. Cell line: UACC62. Synergy scores: CSS=45.4, Synergy_ZIP=4.46, Synergy_Bliss=4.04, Synergy_Loewe=-9.09, Synergy_HSA=4.99. (9) Drug 1: C1CC(C1)(C(=O)O)C(=O)O.[NH2-].[NH2-].[Pt+2]. Drug 2: C1CN(P(=O)(OC1)NCCCl)CCCl. Cell line: NCI-H522. Synergy scores: CSS=-0.581, Synergy_ZIP=1.65, Synergy_Bliss=4.31, Synergy_Loewe=-2.41, Synergy_HSA=-0.686. (10) Drug 1: CC12CCC3C(C1CCC2NC(=O)OCC(F)(F)F)CCC4C3(C=CC(=O)N4C)C. Drug 2: CC1CC2C3CCC4=CC(=O)C=CC4(C3(C(CC2(C1(C(=O)CO)O)C)O)F)C. Cell line: UACC62. Synergy scores: CSS=8.83, Synergy_ZIP=2.01, Synergy_Bliss=5.08, Synergy_Loewe=4.34, Synergy_HSA=4.21.